This data is from Merck oncology drug combination screen with 23,052 pairs across 39 cell lines. The task is: Regression. Given two drug SMILES strings and cell line genomic features, predict the synergy score measuring deviation from expected non-interaction effect. (1) Drug 1: NC(=O)c1cccc2cn(-c3ccc(C4CCCNC4)cc3)nc12. Drug 2: Cn1c(=O)n(-c2ccc(C(C)(C)C#N)cc2)c2c3cc(-c4cnc5ccccc5c4)ccc3ncc21. Cell line: SW620. Synergy scores: synergy=5.09. (2) Drug 1: N.N.O=C(O)C1(C(=O)O)CCC1.[Pt]. Drug 2: C=CCn1c(=O)c2cnc(Nc3ccc(N4CCN(C)CC4)cc3)nc2n1-c1cccc(C(C)(C)O)n1. Cell line: EFM192B. Synergy scores: synergy=4.58.